This data is from Full USPTO retrosynthesis dataset with 1.9M reactions from patents (1976-2016). The task is: Predict the reactants needed to synthesize the given product. (1) Given the product [Cl:18][C:19]1[C:20]([N:26]2[CH2:31][CH2:30][N:29]([C:11]([C:10]3[CH:14]=[CH:15][C:7]([N:3]4[CH2:4][CH2:5][CH2:6][S:2]4(=[O:1])=[O:17])=[CH:8][C:9]=3[F:16])=[O:13])[CH2:28][CH2:27]2)=[N:21][CH:22]=[C:23]([Cl:25])[CH:24]=1, predict the reactants needed to synthesize it. The reactants are: [O:1]=[S:2]1(=[O:17])[CH2:6][CH2:5][CH2:4][N:3]1[C:7]1[CH:15]=[CH:14][C:10]([C:11]([OH:13])=O)=[C:9]([F:16])[CH:8]=1.[Cl:18][C:19]1[C:20]([N:26]2[CH2:31][CH2:30][NH:29][CH2:28][CH2:27]2)=[N:21][CH:22]=[C:23]([Cl:25])[CH:24]=1. (2) Given the product [C:1]1([C:7]2[CH:11]=[CH:10][NH:9][C:8]=2[C:19]([O:21][CH3:22])=[O:20])[CH:2]=[CH:3][CH:4]=[CH:5][CH:6]=1, predict the reactants needed to synthesize it. The reactants are: [C:1]1([C:7]2[CH:11]=[CH:10][N:9](C(OC(C)(C)C)=O)[C:8]=2[C:19]([O:21][CH3:22])=[O:20])[CH:6]=[CH:5][CH:4]=[CH:3][CH:2]=1.C(O)(C(F)(F)F)=O. (3) Given the product [CH3:1][C:2]1[C@@H:19]([O:20][C:21]([C@H:23]([OH:40])[C@@H:24]([NH:31][C:32]([C:34]2[CH:39]=[CH:38][CH:37]=[CH:36][CH:35]=2)=[O:33])[C:25]2[CH:26]=[CH:27][CH:28]=[CH:29][CH:30]=2)=[O:22])[CH2:18][C@:14]2([OH:41])[C:15]([CH3:16])([CH3:17])[C:3]=1[C@@H:4]([O:59][C:60]([CH3:62])=[O:61])[C:5]([C@@:7]1([CH3:58])[C@H:12]([C@@H:13]2[O:42][C:43]([C:45]2[CH:50]=[CH:49][CH:48]=[CH:47][CH:46]=2)=[O:44])[C@:11]2([O:53][C:54]([CH3:56])=[O:55])[CH2:51][O:52][C@@H:10]2[CH2:9][C@@H:8]1[OH:57])=[O:6], predict the reactants needed to synthesize it. The reactants are: [CH3:1][C:2]1[C@@H:19]([O:20][C:21]([C@H:23]([OH:40])[C@@H:24]([NH:31][C:32]([C:34]2[CH:35]=[CH:36][CH:37]=[CH:38][CH:39]=2)=[O:33])[C:25]2[CH:26]=[CH:27][CH:28]=[CH:29][CH:30]=2)=[O:22])[CH2:18][C@:14]2([OH:41])[C:15]([CH3:17])([CH3:16])[C:3]=1[C@@H:4]([O:59][C:60]([CH3:62])=[O:61])[C:5]([C@@:7]1([CH3:58])[C@H:12]([C@@H:13]2[O:42][C:43]([C:45]2[CH:46]=[CH:47][CH:48]=[CH:49][CH:50]=2)=[O:44])[C@:11]2([O:53][C:54]([CH3:56])=[O:55])[CH2:51][O:52][C@@H:10]2[CH2:9][C@@H:8]1[OH:57])=[O:6].C(Cl)(Cl)Cl. (4) The reactants are: [NH2:1][C@@H:2]1[CH2:7][CH2:6][N:5]([C:8]2[C:9]([Cl:32])=[C:10]([NH:16][C:17]3[N:22]=[C:21]([NH:23][CH:24]4[CH2:26][CH2:25]4)[C:20]4=[N:27][CH:28]=[C:29]([C:30]#[N:31])[N:19]4[N:18]=3)[CH:11]=[C:12]([C:14]#[N:15])[CH:13]=2)[CH2:4][C@H:3]1[O:33][Si:34]([C:37]([CH3:40])([CH3:39])[CH3:38])([CH3:36])[CH3:35].C1N=CN([C:46](N2C=NC=C2)=[O:47])C=1.[CH3:53][N:54]([CH3:58])[CH2:55][CH2:56][OH:57].C[Si]([N-][Si](C)(C)C)(C)C.[Li+]. Given the product [Si:34]([O:33][C@H:3]1[C@H:2]([NH:1][C:46](=[O:47])[O:57][CH2:56][CH2:55][N:54]([CH3:58])[CH3:53])[CH2:7][CH2:6][N:5]([C:8]2[CH:13]=[C:12]([C:14]#[N:15])[CH:11]=[C:10]([NH:16][C:17]3[N:22]=[C:21]([NH:23][CH:24]4[CH2:25][CH2:26]4)[C:20]4=[N:27][CH:28]=[C:29]([C:30]#[N:31])[N:19]4[N:18]=3)[C:9]=2[Cl:32])[CH2:4]1)([C:37]([CH3:40])([CH3:39])[CH3:38])([CH3:35])[CH3:36], predict the reactants needed to synthesize it. (5) Given the product [N:1]1([C:11]([C:13]2[CH:17]=[C:16]([CH:18]3[CH2:19][CH2:20][N:21]([C:31](=[O:33])[CH3:32])[CH2:22][CH2:23]3)[S:15][CH:14]=2)=[O:12])[C@@H:10]2[C@@H:5]([CH2:6][CH2:7][CH2:8][CH2:9]2)[CH2:4][CH2:3][CH2:2]1, predict the reactants needed to synthesize it. The reactants are: [N:1]1([C:11]([C:13]2[CH:17]=[C:16]([CH:18]3[CH2:23][CH2:22][NH:21][CH2:20][CH2:19]3)[S:15][CH:14]=2)=[O:12])[C@@H:10]2[C@@H:5]([CH2:6][CH2:7][CH2:8][CH2:9]2)[CH2:4][CH2:3][CH2:2]1.C(N(CC)CC)C.[C:31](Cl)(=[O:33])[CH3:32]. (6) Given the product [CH3:11][C:1]1[CH:6]=[CH:5][C:4]([S:7]([O:15][CH2:14][CH:13]([F:16])[F:12])(=[O:9])=[O:8])=[CH:3][CH:2]=1, predict the reactants needed to synthesize it. The reactants are: [C:1]1([CH3:11])[CH:6]=[CH:5][C:4]([S:7](Cl)(=[O:9])=[O:8])=[CH:3][CH:2]=1.[F:12][CH:13]([F:16])[CH2:14][OH:15].C(N(CC)CC)C.[Cl-].[NH4+]. (7) Given the product [CH2:33]([N:30]([CH2:31][CH3:32])[C:28]([C:27]1[CH:26]=[CH:25][C:24]([CH2:23][N:10]2[C:2]3[CH2:3][N:4]([C:15]([O:17][C:18]([CH3:21])([CH3:20])[CH3:19])=[O:16])[CH2:5][CH2:6][C:7]=3[C:8]([C:11]([F:14])([F:13])[F:12])=[N:9]2)=[CH:36][CH:35]=1)=[O:29])[CH3:34], predict the reactants needed to synthesize it. The reactants are: O[C:2]12[NH:10][N:9]=[C:8]([C:11]([F:14])([F:13])[F:12])[CH:7]1[CH2:6][CH2:5][N:4]([C:15]([O:17][C:18]([CH3:21])([CH3:20])[CH3:19])=[O:16])[CH2:3]2.Br[CH2:23][C:24]1[CH:36]=[CH:35][C:27]([C:28]([N:30]([CH2:33][CH3:34])[CH2:31][CH3:32])=[O:29])=[CH:26][CH:25]=1.C(=O)([O-])[O-].[K+].[K+].O. (8) Given the product [CH2:7]([O:6][P:4](/[CH:9]=[CH:10]/[C:11]1[C:12]([O:22][CH2:23][C:24]2[CH:47]=[CH:46][C:27]([O:28][CH2:29][C:30]3[N:31]=[C:32]([C:36]4[CH:37]=[C:38]([CH:43]=[CH:44][CH:45]=4)[C:39]([OH:41])=[O:40])[O:33][C:34]=3[CH3:35])=[C:26]([O:48][CH3:49])[CH:25]=2)=[N:13][N:14]([C:16]2[CH:17]=[CH:18][CH:19]=[CH:20][CH:21]=2)[CH:15]=1)([O:3][CH2:1][CH3:2])=[O:5])[CH3:8], predict the reactants needed to synthesize it. The reactants are: [CH2:1]([O:3][P:4](/[CH:9]=[CH:10]/[C:11]1[C:12]([O:22][CH2:23][C:24]2[CH:47]=[CH:46][C:27]([O:28][CH2:29][C:30]3[N:31]=[C:32]([C:36]4[CH:37]=[C:38]([CH:43]=[CH:44][CH:45]=4)[C:39]([O:41]C)=[O:40])[O:33][C:34]=3[CH3:35])=[C:26]([O:48][CH3:49])[CH:25]=2)=[N:13][N:14]([C:16]2[CH:21]=[CH:20][CH:19]=[CH:18][CH:17]=2)[CH:15]=1)([O:6][CH2:7][CH3:8])=[O:5])[CH3:2].O1CCCC1.[OH-].[Na+].Cl.